Dataset: Full USPTO retrosynthesis dataset with 1.9M reactions from patents (1976-2016). Task: Predict the reactants needed to synthesize the given product. (1) Given the product [CH:22]([C:4]1[C:5]([N:9]2[CH2:14][CH2:13][O:12][CH2:11][CH2:10]2)=[CH:6][CH:7]=[CH:8][C:3]=1[O:2][CH3:1])=[O:23], predict the reactants needed to synthesize it. The reactants are: [CH3:1][O:2][C:3]1[CH:8]=[CH:7][CH:6]=[C:5]([N:9]2[CH2:14][CH2:13][O:12][CH2:11][CH2:10]2)[CH:4]=1.C([Li])CCC.CN(C)[CH:22]=[O:23].O. (2) Given the product [CH3:1][C:2]1[N:3]=[C:4]([C:9]2[CH:10]=[CH:11][C:12]([C:15]([F:18])([F:16])[F:17])=[CH:13][CH:14]=2)[O:5][C:6]=1[CH:7]=[O:8], predict the reactants needed to synthesize it. The reactants are: [CH3:1][C:2]1[N:3]=[C:4]([C:9]2[CH:14]=[CH:13][C:12]([C:15]([F:18])([F:17])[F:16])=[CH:11][CH:10]=2)[O:5][C:6]=1[CH2:7][OH:8].C(Cl)Cl.CC(OI1(OC(C)=O)(OC(C)=O)OC(=O)C2C=CC=CC1=2)=O. (3) Given the product [ClH:1].[Cl:1][C:2]1[C:10]2[C:5](=[C:6]([C@H:12]([O:14][CH2:15][C:16]3([C:22]4[CH:23]=[CH:24][C:25]([F:28])=[CH:26][CH:27]=4)[CH2:21][CH2:20][N:19]([CH3:31])[CH2:18][CH2:17]3)[CH3:13])[CH:7]=[C:8]([Cl:11])[CH:9]=2)[NH:4][N:3]=1, predict the reactants needed to synthesize it. The reactants are: [Cl:1][C:2]1[C:10]2[C:5](=[C:6]([C@H:12]([O:14][CH2:15][C:16]3([C:22]4[CH:27]=[CH:26][C:25]([F:28])=[CH:24][CH:23]=4)[CH2:21][CH2:20][NH:19][CH2:18][CH2:17]3)[CH3:13])[CH:7]=[C:8]([Cl:11])[CH:9]=2)[NH:4][N:3]=1.C=O.[C:31]([BH3-])#N.[Na+].Cl. (4) Given the product [C:20]([C:11]1[C:12](=[O:19])[N:13]([CH2:15][CH:16]([CH3:17])[CH3:18])[N:14]=[C:9]([C:4]2[CH:5]=[CH:6][C:7]([CH3:8])=[C:2]([F:1])[CH:3]=2)[CH:10]=1)([OH:22])=[O:21], predict the reactants needed to synthesize it. The reactants are: [F:1][C:2]1[CH:3]=[C:4]([C:9]2[CH:10]=[C:11]([C:20]([O:22]C)=[O:21])[C:12](=[O:19])[N:13]([CH2:15][CH:16]([CH3:18])[CH3:17])[N:14]=2)[CH:5]=[CH:6][C:7]=1[CH3:8].[OH-].[Na+].O.Cl. (5) Given the product [CH:27]1([NH:26][C:24](=[O:25])[C:23]2[CH:30]=[CH:31][C:32]([CH3:33])=[C:21]([N:17]3[CH:18]=[CH:19][N:20]=[C:15]([NH:14][C:11]([C:6]4[CH:7]=[CH:8][CH:9]=[CH:10][C:5]=4[O:4][CH2:3][CH2:2][NH:37][CH2:35][CH3:36])([CH3:13])[CH3:12])[C:16]3=[O:34])[CH:22]=2)[CH2:29][CH2:28]1, predict the reactants needed to synthesize it. The reactants are: Cl[CH2:2][CH2:3][O:4][C:5]1[CH:10]=[CH:9][CH:8]=[CH:7][C:6]=1[C:11]([NH:14][C:15]1[C:16](=[O:34])[N:17]([C:21]2[CH:22]=[C:23]([CH:30]=[CH:31][C:32]=2[CH3:33])[C:24]([NH:26][CH:27]2[CH2:29][CH2:28]2)=[O:25])[CH:18]=[CH:19][N:20]=1)([CH3:13])[CH3:12].[CH2:35]([NH2:37])[CH3:36]. (6) The reactants are: C([N:3]([CH2:15][CH3:16])[C:4](=[O:14])[C:5]1[CH:10]=[CH:9][C:8]([O:11][CH3:12])=[CH:7][C:6]=1[CH3:13])C.[Li]CCCC.[C:22]([C:26]1[CH:33]=[CH:32]C(C#N)=[CH:28][CH:27]=1)([CH3:25])([CH3:24])[CH3:23]. Given the product [C:22]([C:26]1[CH:33]=[CH:32][C:16]([C:15]2[NH:3][C:4](=[O:14])[C:5]3[C:6]([CH:13]=2)=[CH:7][C:8]([O:11][CH3:12])=[CH:9][CH:10]=3)=[CH:28][CH:27]=1)([CH3:25])([CH3:24])[CH3:23], predict the reactants needed to synthesize it.